From a dataset of Cav3 T-type calcium channel HTS with 100,875 compounds. Binary Classification. Given a drug SMILES string, predict its activity (active/inactive) in a high-throughput screening assay against a specified biological target. (1) The molecule is Clc1c(cc(NC(=O)C2C3C(CCN(C3=O)CCCC)C=CC2)cc1)C(F)(F)F. The result is 0 (inactive). (2) The drug is Fc1ccc(CNC(=O)C(OC(=O)C)c2ncccc2)cc1. The result is 0 (inactive). (3) The molecule is [nH]1nc(c2c1cccc2)c1ccccc1. The result is 0 (inactive). (4) The drug is FC(F)(F)c1ccc(Oc2ccc(C(=O)N3CCN(CC3)c3ccc(OC)cc3)cc2)nc1. The result is 0 (inactive).